This data is from Reaction yield outcomes from USPTO patents with 853,638 reactions. The task is: Predict the reaction yield, written as a fraction of the theoretical maximum amount of product (1.0 means a 100% yield; for example, 0.34 means a 34% yield). (1) The reactants are [NH2:1][CH:2]1[C:11]2[N:10]=[CH:9][CH:8]=[C:7]([O:12][CH3:13])[C:6]=2[CH2:5][CH2:4][CH2:3]1.[O:14]=[C:15]1[C:23]2[C:18](=[CH:19][CH:20]=[CH:21][CH:22]=2)[C:17](=[O:24])[N:16]1[CH2:25][CH2:26][CH2:27][CH:28]=O.[BH-](OC(C)=O)(OC(C)=O)OC(C)=O.[Na+]. The catalyst is C(Cl)Cl. The product is [CH3:13][O:12][C:7]1[C:6]2[CH2:5][CH2:4][CH2:3][CH:2]([NH:1][CH2:28][CH2:27][CH2:26][CH2:25][N:16]3[C:17](=[O:24])[C:18]4[C:23](=[CH:22][CH:21]=[CH:20][CH:19]=4)[C:15]3=[O:14])[C:11]=2[N:10]=[CH:9][CH:8]=1. The yield is 0.540. (2) No catalyst specified. The yield is 0.540. The reactants are [C:1]1([C:20]2[CH:25]=[CH:24][CH:23]=[CH:22][CH:21]=2)[CH:6]=[CH:5][CH:4]=[CH:3][C:2]=1[CH2:7][C:8]1[NH:9][C:10](=[O:19])[C:11]([OH:18])=[C:12]([C:14](OC)=[O:15])[N:13]=1.[NH:26]1[CH2:30][CH2:29][CH2:28][CH2:27]1. The product is [C:1]1([C:20]2[CH:25]=[CH:24][CH:23]=[CH:22][CH:21]=2)[CH:6]=[CH:5][CH:4]=[CH:3][C:2]=1[CH2:7][C:8]1[NH:9][C:10](=[O:19])[C:11]([OH:18])=[C:12]([C:14]([N:26]2[CH2:30][CH2:29][CH2:28][CH2:27]2)=[O:15])[N:13]=1. (3) The catalyst is C1(C)C=CC=CC=1.O.C1C=CC(/C=C/C(/C=C/C2C=CC=CC=2)=O)=CC=1.C1C=CC(/C=C/C(/C=C/C2C=CC=CC=2)=O)=CC=1.C1C=CC(/C=C/C(/C=C/C2C=CC=CC=2)=O)=CC=1.[Pd].[Pd]. The yield is 0.544. The reactants are Br[C:2]1[C:29]([Cl:30])=[CH:28][C:5]2[NH:6][CH2:7][CH:8]([C:10]([N:12]3[CH2:17][CH2:16][C:15]([CH2:20][C:21]4[CH:26]=[CH:25][C:24]([F:27])=[CH:23][CH:22]=4)([C:18]#[N:19])[CH2:14][CH2:13]3)=[O:11])[O:9][C:4]=2[CH:3]=1.[NH:31]1[CH2:35][CH2:34][CH2:33][CH2:32]1.[C:36](=[O:39])([O-])[O-:37].[Cs+].[Cs+].C1C=CC(P(C2C([C:57]3C(P(C4C=CC=CC=4)C4C=CC=CC=4)=CC=[C:63]4[C:58]=3[CH:59]=CC=C4)=[C:63]3[C:58]([CH:59]=CC=C3)=[CH:57]C=2)C2C=CC=CC=2)=CC=1. The product is [C:58]([O:37][C:36]([N:6]1[C:5]2[CH:28]=[C:29]([Cl:30])[C:2]([N:31]3[CH2:35][CH2:34][CH2:33][CH2:32]3)=[CH:3][C:4]=2[O:9][CH:8]([C:10]([N:12]2[CH2:13][CH2:14][C:15]([C:18]#[N:19])([CH2:20][C:21]3[CH:22]=[CH:23][C:24]([F:27])=[CH:25][CH:26]=3)[CH2:16][CH2:17]2)=[O:11])[CH2:7]1)=[O:39])([CH3:63])([CH3:59])[CH3:57]. (4) The reactants are [C:1]12([NH2:11])[CH2:10][CH:5]3[CH2:6][CH:7]([CH2:9][CH:3]([CH2:4]3)[CH2:2]1)[CH2:8]2.Cl[CH2:13][C:14]1[N:18]=[C:17]([CH2:19][CH:20]([CH3:22])[CH3:21])[O:16][N:15]=1. No catalyst specified. The product is [CH2:19]([C:17]1[O:16][N:15]=[C:14]([CH2:13][NH:11][C:1]23[CH2:8][CH:7]4[CH2:6][CH:5]([CH2:4][CH:3]([CH2:9]4)[CH2:2]2)[CH2:10]3)[N:18]=1)[CH:20]([CH3:22])[CH3:21]. The yield is 0.720. (5) The reactants are C([O:3][C:4]([C:6]1([C:9]2[CH:14]=[CH:13][C:12]([C:15]3[CH:20]=[CH:19][C:18]([C:21]4[S:22][C:23]([Cl:39])=[CH:24][C:25]=4[NH:26][C:27]([O:29][C@@H:30]([C:32]4[CH:37]=[CH:36][C:35]([Cl:38])=[CH:34][CH:33]=4)[CH3:31])=[O:28])=[CH:17][CH:16]=3)=[CH:11][CH:10]=2)[CH2:8][CH2:7]1)=[O:5])C.[OH-].[Na+].Cl. The catalyst is C(O)(C)C. The product is [Cl:39][C:23]1[S:22][C:21]([C:18]2[CH:19]=[CH:20][C:15]([C:12]3[CH:11]=[CH:10][C:9]([C:6]4([C:4]([OH:5])=[O:3])[CH2:8][CH2:7]4)=[CH:14][CH:13]=3)=[CH:16][CH:17]=2)=[C:25]([NH:26][C:27]([O:29][C@@H:30]([C:32]2[CH:33]=[CH:34][C:35]([Cl:38])=[CH:36][CH:37]=2)[CH3:31])=[O:28])[CH:24]=1. The yield is 0.690. (6) The reactants are Cl[C:2]1[N:10]=[C:9]2[C:5]([N:6]([CH2:17][CH3:18])[C:7](=[O:16])[N:8]2[CH:11]2[CH2:15][CH2:14][CH2:13][CH2:12]2)=[CH:4][N:3]=1.[CH3:19][O:20][C:21]1[CH:27]=[C:26]([N:28]2[CH2:33][CH2:32][N:31]([CH3:34])[CH2:30][CH2:29]2)[CH:25]=[CH:24][C:22]=1[NH2:23].C1(C)C=CC(S(O)(=O)=O)=CC=1. The catalyst is CC(O)C. The product is [CH:11]1([N:8]2[C:7](=[O:16])[N:6]([CH2:17][CH3:18])[C:5]3[C:9]2=[N:10][C:2]([NH:23][C:22]2[CH:24]=[CH:25][C:26]([N:28]4[CH2:33][CH2:32][N:31]([CH3:34])[CH2:30][CH2:29]4)=[CH:27][C:21]=2[O:20][CH3:19])=[N:3][CH:4]=3)[CH2:15][CH2:14][CH2:13][CH2:12]1. The yield is 0.310. (7) The reactants are Cl[C:2]1[NH:3][C:4](C2OC=CC=2)=[C:5]2[C:9]([N:10]=1)=[N:8][CH:7]=[N:6]2.[CH3:16][Al](C)C.O.[CH3:21][CH2:22][O:23][C:24]([CH3:26])=O. The catalyst is ClCCCl.C1C=CC([P]([Pd]([P](C2C=CC=CC=2)(C2C=CC=CC=2)C2C=CC=CC=2)([P](C2C=CC=CC=2)(C2C=CC=CC=2)C2C=CC=CC=2)[P](C2C=CC=CC=2)(C2C=CC=CC=2)C2C=CC=CC=2)(C2C=CC=CC=2)C2C=CC=CC=2)=CC=1. The product is [O:23]1[CH:24]=[CH:26][CH:21]=[C:22]1[N:3]1[CH:4]=[C:5]2[C:9](=[N:8][CH:7]=[N:6]2)[N:10]=[C:2]1[CH3:16]. The yield is 0.300. (8) The reactants are [F:1][C:2]1[CH:9]=[CH:8][CH:7]=[CH:6][C:3]=1[CH2:4]Cl.O.Cl.[NH:12]1[CH2:17][CH2:16][C:15](=[O:18])[CH2:14][CH2:13]1.C(N(CC)CC)C. The catalyst is ClCCl. The product is [F:1][C:2]1[CH:9]=[CH:8][CH:7]=[CH:6][C:3]=1[CH2:4][N:12]1[CH2:17][CH2:16][C:15](=[O:18])[CH2:14][CH2:13]1. The yield is 0.820. (9) The reactants are [OH:1][C:2]1[C:6]([C:7]([O:9][CH2:10][CH3:11])=[O:8])=[CH:5][N:4]([CH3:12])[N:3]=1.[CH2:13](Br)[C:14]1[CH:19]=[CH:18][CH:17]=[CH:16][CH:15]=1.C(=O)([O-])[O-].[K+].[K+].CN(C)C=O. The catalyst is O. The product is [CH2:13]([O:1][C:2]1[C:6]([C:7]([O:9][CH2:10][CH3:11])=[O:8])=[CH:5][N:4]([CH3:12])[N:3]=1)[C:14]1[CH:19]=[CH:18][CH:17]=[CH:16][CH:15]=1. The yield is 0.820. (10) The reactants are [CH3:1][C:2]1[CH:3]=[C:4]([SH:9])[CH:5]=[C:6]([CH3:8])[CH:7]=1.F[C:11]1[CH:16]=[CH:15][CH:14]=[CH:13][C:12]=1[N+:17]([O-:19])=[O:18].[CH3:20][C:21]1[CH:22]=[C:23]([S:28][C:29]2[CH:35]=[CH:34][CH:33]=[CH:32][C:30]=2[NH2:31])[CH:24]=[C:25]([CH3:27])[CH:26]=1.[NH2:36][C:37]1SC=[CH:40][N:41]=1. No catalyst specified. The product is [CH3:1][C:2]1[CH:3]=[C:4]([S:9][C:11]2[CH:16]=[CH:15][CH:14]=[CH:13][C:12]=2[N+:17]([O-:19])=[O:18])[CH:5]=[C:6]([CH3:8])[CH:7]=1.[CH3:27][C:25]1[CH:24]=[C:23]([S:28][C:29]2[CH:35]=[CH:34][CH:33]=[CH:32][C:30]=2[NH:31][C:40]([NH:41][C:37]2[S:9][CH:4]=[CH:3][N:36]=2)=[O:18])[CH:22]=[C:21]([CH3:20])[CH:26]=1. The yield is 0.780.